From a dataset of Catalyst prediction with 721,799 reactions and 888 catalyst types from USPTO. Predict which catalyst facilitates the given reaction. (1) Reactant: [N:1]1([C@H:9]2[CH2:14][C@H:13]([OH:15])[C@@H:12]([CH2:16][OH:17])[O:11][CH2:10]2)[CH:8]=[CH:7][C:5](=[O:6])[NH:4][C:2]1=[O:3].[O-:18][P:19]([O:22][P:23]([O:26][P:27]([O-])([O-:29])=[O:28])([O-:25])=[O:24])(=[O:21])[O-:20].[Li+].[Li+].P(OC[C@H]1OC[C@@H](N2C=CC(=O)NC2=O)C[C@@H]1O)([O-])([O-])=O.N1CCOCC1.CN(C=O)C. Product: [P:27]([O:17][CH2:16][C@H:12]1[O:11][CH2:10][C@@H:9]([N:1]2[CH:8]=[CH:7][C:5](=[O:6])[NH:4][C:2]2=[O:3])[CH2:14][C@@H:13]1[OH:15])([O:26][P:23]([O:22][P:19]([OH:20])([OH:21])=[O:18])([OH:25])=[O:24])(=[O:28])[OH:29]. The catalyst class is: 107. (2) Reactant: C[Si](C)(C)[CH2:3][CH2:4][O:5][C:6]([O:8]N1C(=O)CCC1=O)=O.[CH2:18]([N:25]1[CH2:29][C@@H:28]([C:30]2[CH:35]=[CH:34][CH:33]=[C:32]([F:36])[CH:31]=2)[C@H:27]([NH2:37])[CH2:26]1)[C:19]1[CH:24]=[CH:23][CH:22]=[CH:21][CH:20]=1.[CH3:38]CN(C(C)C)C(C)C. Product: [CH2:4]([O:5][C:6](=[O:8])[NH:37][C@H:27]1[C@H:28]([C:30]2[CH:35]=[CH:34][CH:33]=[C:32]([F:36])[CH:31]=2)[CH2:29][N:25]([CH2:18][C:19]2[CH:24]=[CH:23][CH:22]=[CH:21][CH:20]=2)[CH2:26]1)[CH2:3][CH3:38]. The catalyst class is: 2. (3) Reactant: [Cl:1][C:2]1[N:7]=[C:6]([C:8]#[N:9])[C:5]([N+:10]([O-])=O)=[CH:4][CH:3]=1.[NH4+].[OH-].[O-:15]S(S([O-])=O)=O.[Na+].[Na+]. Product: [NH2:10][C:5]1[C:6]([C:8]([NH2:9])=[O:15])=[N:7][C:2]([Cl:1])=[CH:3][CH:4]=1. The catalyst class is: 6. (4) Reactant: [NH2:1][CH2:2][CH:3]1[CH2:8][CH2:7][O:6][CH2:5][CH2:4]1.C[Al](C)C.[Cl:13][C:14]1[CH:19]=[C:18]([Cl:20])[CH:17]=[CH:16][C:15]=1[NH:21][C:22]1[N:27]=[CH:26][C:25]2[C:28](=[O:33])[O:29][C:30]([CH3:32])([CH3:31])[C:24]=2[CH:23]=1. Product: [Cl:13][C:14]1[CH:19]=[C:18]([Cl:20])[CH:17]=[CH:16][C:15]=1[NH:21][C:22]1[CH:23]=[C:24]([C:30]([CH3:32])([OH:29])[CH3:31])[C:25]([C:28]([NH:1][CH2:2][CH:3]2[CH2:8][CH2:7][O:6][CH2:5][CH2:4]2)=[O:33])=[CH:26][N:27]=1. The catalyst class is: 665. (5) Reactant: C(O[C:6]([NH:8][C:9]1[CH:10]=[C:11]([CH:21]=[CH:22][CH:23]=1)[CH2:12][CH:13]1[NH:18][C:17](=[O:19])[CH2:16][NH:15][C:14]1=[O:20])=O)(C)(C)C. Product: [CH2:6]([NH:8][C:9]1[CH:10]=[C:11]([CH:21]=[CH:22][CH:23]=1)[CH2:12][CH:13]1[C:14](=[O:20])[NH:15][CH2:16][C:17](=[O:19])[NH:18]1)[C:9]1[CH:10]=[CH:11][CH:21]=[CH:22][CH:23]=1. The catalyst class is: 55. (6) Product: [OH:8][C:9]1[CH:23]=[CH:22][C:12]([CH2:13][C@@H:14]2[O:18][C:17]([CH3:20])([CH3:19])[O:16][C:15]2=[O:21])=[CH:11][CH:10]=1. Reactant: C([O:8][C:9]1[CH:23]=[CH:22][C:12]([CH2:13][C@@H:14]2[O:18][C:17]([CH3:20])([CH3:19])[O:16][C:15]2=[O:21])=[CH:11][CH:10]=1)C1C=CC=CC=1. The catalyst class is: 99. (7) The catalyst class is: 8. Reactant: C[O:2][C:3](=O)[CH2:4][C:5](=O)[CH2:6][CH2:7][CH2:8][CH2:9][CH2:10]Br.O.[NH2:15][NH2:16]. Product: [NH:15]1[N:16]2[CH2:10][CH2:9][CH2:8][CH2:7][CH2:6][C:5]2=[CH:4][C:3]1=[O:2].